Predict the product of the given reaction. From a dataset of Forward reaction prediction with 1.9M reactions from USPTO patents (1976-2016). (1) Given the reactants [C:1]([C:3]1[CH:8]=[CH:7][C:6]([C:9]2[C@@H:13]([CH3:14])[C@H:12]([CH2:15][C:16]([O:18]C)=[O:17])[N:11]([C:20]3[CH:25]=[CH:24][C:23]([O:26][CH:27]4[CH2:32][CH2:31][N:30]([C:33]5[CH:38]=[C:37]([O:39][CH2:40][CH3:41])[CH:36]=[CH:35][C:34]=5[F:42])[CH2:29][CH2:28]4)=[CH:22][CH:21]=3)[N:10]=2)=[CH:5][CH:4]=1)#[N:2].C(C[C@@H]1N(C2C=CC(OC3CCN(C4C=C(OCC)C=CC=4F)CC3)=CC=2)N=C(C2C=CC(C#N)=CC=2)[C@H]1C)#N.COC(C)=O.C(Cl)(C)=O, predict the reaction product. The product is: [C:1]([C:3]1[CH:8]=[CH:7][C:6]([C:9]2[C@@H:13]([CH3:14])[C@H:12]([CH2:15][C:16]([OH:18])=[O:17])[N:11]([C:20]3[CH:21]=[CH:22][C:23]([O:26][CH:27]4[CH2:28][CH2:29][N:30]([C:33]5[CH:38]=[C:37]([O:39][CH2:40][CH3:41])[CH:36]=[CH:35][C:34]=5[F:42])[CH2:31][CH2:32]4)=[CH:24][CH:25]=3)[N:10]=2)=[CH:5][CH:4]=1)#[N:2]. (2) The product is: [CH:22]1([C:7]2[C:6]([CH2:4][OH:3])=[CH:11][N:10]=[C:9]([C:12]3[CH:17]=[CH:16][CH:15]=[C:14]([C:18]([F:20])([F:21])[F:19])[CH:13]=3)[N:8]=2)[CH2:24][CH2:23]1. Given the reactants C([O:3][C:4]([C:6]1[C:7]([CH:22]2[CH2:24][CH2:23]2)=[N:8][C:9]([C:12]2[CH:17]=[CH:16][CH:15]=[C:14]([C:18]([F:21])([F:20])[F:19])[CH:13]=2)=[N:10][CH:11]=1)=O)C.CC(C[AlH]CC(C)C)C, predict the reaction product. (3) Given the reactants [NH2:1][C:2]1[CH:22]=[CH:21][C:5]2[N:6]([CH2:19][CH3:20])[C:7](=[O:18])[CH:8]([NH:11][C:12](=[O:17])[C:13]([F:16])([F:15])[F:14])[CH2:9][CH2:10][C:4]=2[C:3]=1[O:23][CH3:24].Cl[C:26]1[N:31]=[C:30]([NH:32][C:33]2[CH:38]=[CH:37][CH:36]=[CH:35][C:34]=2[S:39]([N:42]([CH3:44])[CH3:43])(=[O:41])=[O:40])[C:29]([Cl:45])=[CH:28][N:27]=1, predict the reaction product. The product is: [Cl:45][C:29]1[C:30]([NH:32][C:33]2[CH:38]=[CH:37][CH:36]=[CH:35][C:34]=2[S:39](=[O:41])(=[O:40])[N:42]([CH3:43])[CH3:44])=[N:31][C:26]([NH:1][C:2]2[CH:22]=[CH:21][C:5]3[N:6]([CH2:19][CH3:20])[C:7](=[O:18])[CH:8]([NH:11][C:12](=[O:17])[C:13]([F:14])([F:15])[F:16])[CH2:9][CH2:10][C:4]=3[C:3]=2[O:23][CH3:24])=[N:27][CH:28]=1. (4) Given the reactants [C:1]([O:5][C:6](=[O:25])[NH:7][CH2:8][CH2:9][N:10]1[C:14]([CH2:15][OH:16])=[CH:13][C:12]([CH2:17][O:18][C:19]2[CH:24]=[CH:23][CH:22]=[CH:21][CH:20]=2)=[N:11]1)([CH3:4])([CH3:3])[CH3:2], predict the reaction product. The product is: [C:1]([O:5][C:6](=[O:25])[NH:7][CH2:8][CH2:9][N:10]1[C:14]([CH:15]=[O:16])=[CH:13][C:12]([CH2:17][O:18][C:19]2[CH:20]=[CH:21][CH:22]=[CH:23][CH:24]=2)=[N:11]1)([CH3:4])([CH3:2])[CH3:3]. (5) Given the reactants C(O)(=O)C.[NH2:5][C:6]1[N:11]([CH3:12])[C:10](=[O:13])[NH:9][C:8](=[O:14])[CH:7]=1.[N:15]([O-])=[O:16].[Na+], predict the reaction product. The product is: [NH2:5][C:6]1[N:11]([CH3:12])[C:10](=[O:13])[NH:9][C:8](=[O:14])[C:7]=1[N:15]=[O:16]. (6) Given the reactants [Cl:1][C:2]1[CH:3]=[C:4]([F:9])[C:5](F)=[N:6][CH:7]=1.[OH-].[NH4+:11], predict the reaction product. The product is: [Cl:1][C:2]1[CH:3]=[C:4]([F:9])[C:5]([NH2:11])=[N:6][CH:7]=1. (7) Given the reactants [CH3:1][NH:2][C:3]1[S:4][C:5]2[CH:11]=[C:10](B3OC(C)(C)C(C)(C)O3)[CH:9]=[CH:8][C:6]=2[N:7]=1.C(=O)([O-])[O-].[Cs+].[Cs+].Br[C:28]1[CH:29]=[C:30]([NH:35][S:36]([C:39]2[CH:44]=[CH:43][C:42]([F:45])=[CH:41][CH:40]=2)(=[O:38])=[O:37])[C:31]([Cl:34])=[N:32][CH:33]=1.C1COCC1, predict the reaction product. The product is: [Cl:34][C:31]1[C:30]([NH:35][S:36]([C:39]2[CH:44]=[CH:43][C:42]([F:45])=[CH:41][CH:40]=2)(=[O:38])=[O:37])=[CH:29][C:28]([C:10]2[CH:9]=[CH:8][C:6]3[N:7]=[C:3]([NH:2][CH3:1])[S:4][C:5]=3[CH:11]=2)=[CH:33][N:32]=1. (8) Given the reactants [CH2:1]([S:3]([C:6]1[CH:7]=[C:8]([CH:10]=[CH:11][CH:12]=1)[NH2:9])(=[O:5])=[O:4])[CH3:2].[CH:13](S(C1C=CC=CC=1)(=O)=O)(C)C, predict the reaction product. The product is: [CH:1]([S:3]([C:6]1[CH:7]=[C:8]([CH:10]=[CH:11][CH:12]=1)[NH2:9])(=[O:5])=[O:4])([CH3:13])[CH3:2]. (9) Given the reactants [CH3:1][O:2][CH:3]([C:17]1[CH:22]=[CH:21][CH:20]=[CH:19][CH:18]=1)[C:4]1[CH:16]=[CH:15][C:7]([C:8]([O:10]C(C)(C)C)=[O:9])=[CH:6][CH:5]=1.FC(F)(F)C(O)=O, predict the reaction product. The product is: [CH3:1][O:2][CH:3]([C:17]1[CH:22]=[CH:21][CH:20]=[CH:19][CH:18]=1)[C:4]1[CH:16]=[CH:15][C:7]([C:8]([OH:10])=[O:9])=[CH:6][CH:5]=1.